The task is: Predict the reactants needed to synthesize the given product.. This data is from Full USPTO retrosynthesis dataset with 1.9M reactions from patents (1976-2016). (1) Given the product [C:13]([C:9]1[CH:8]=[C:7]2[C:3]([CH2:4][CH:5]([CH3:18])[C:6]2=[O:17])=[C:2]([C:25]2[CH:30]=[CH:29][CH:28]=[CH:27][CH:26]=2)[C:10]=1[O:11][CH3:12])([CH3:16])([CH3:15])[CH3:14], predict the reactants needed to synthesize it. The reactants are: Br[C:2]1[C:10]([O:11][CH3:12])=[C:9]([C:13]([CH3:16])([CH3:15])[CH3:14])[CH:8]=[C:7]2[C:3]=1[CH2:4][CH:5]([CH3:18])[C:6]2=[O:17].C([O-])([O-])=O.[Na+].[Na+].[C:25]1(B(O)O)[CH:30]=[CH:29][CH:28]=[CH:27][CH:26]=1.O. (2) Given the product [Cl:38][C:39]1[N:44]=[C:43]([C:5]2[S:1][C:2]3[C:9]([C:10]4[CH:15]=[CH:14][N:13]=[C:12]([Cl:16])[CH:11]=4)=[CH:8][CH:7]=[CH:6][C:3]=3[CH:4]=2)[CH:42]=[CH:41][N:40]=1, predict the reactants needed to synthesize it. The reactants are: [S:1]1[CH:5]=[CH:4][C:3]2[CH:6]=[CH:7][CH:8]=[C:9]([C:10]3[CH:15]=[CH:14][N:13]=[C:12]([Cl:16])[CH:11]=3)[C:2]1=2.C(OB(OC(C)C)OC(C)C)(C)C.C([N-]C(C)C)(C)C.[Li+].[Cl:38][C:39]1[N:44]=[C:43](Cl)[CH:42]=[CH:41][N:40]=1.ClCCl.C(=O)([O-])[O-].[Na+].[Na+].